This data is from Catalyst prediction with 721,799 reactions and 888 catalyst types from USPTO. The task is: Predict which catalyst facilitates the given reaction. Reactant: [Mg:1].C1C2C(=CC3C(C=2)=CC=CC=3)C=CC=1.C=CC(=C)C.[C:21]([OH:25])([CH3:24])([CH3:23])[CH3:22]. Product: [CH3:22][C:21]([CH3:24])([O-:25])[CH3:23].[Mg+2:1].[CH3:22][C:21]([CH3:24])([O-:25])[CH3:23]. The catalyst class is: 6.